This data is from Catalyst prediction with 721,799 reactions and 888 catalyst types from USPTO. The task is: Predict which catalyst facilitates the given reaction. (1) Reactant: [NH2:1][C:2]1[CH:3]=[C:4]2[C:8](=[CH:9][CH:10]=1)[N:7]([CH2:11][C:12]([C:20]1[CH:25]=[CH:24][C:23]([F:26])=[CH:22][C:21]=1[F:27])([OH:19])[CH2:13][N:14]1[CH:18]=[N:17][CH:16]=[N:15]1)[N:6]=[CH:5]2.C(=O)([O-])[O-].[K+].[K+].Br[CH2:35][C:36]([NH:38][C:39]1[C:44]([CH3:45])=[CH:43][CH:42]=[CH:41][C:40]=1[CH3:46])=[O:37]. Product: [F:27][C:21]1[CH:22]=[C:23]([F:26])[CH:24]=[CH:25][C:20]=1[C:12]([OH:19])([CH2:13][N:14]1[CH:18]=[N:17][CH:16]=[N:15]1)[CH2:11][N:7]1[C:8]2[C:4](=[CH:3][C:2]([NH:1][CH2:35][C:36]([NH:38][C:39]3[C:44]([CH3:45])=[CH:43][CH:42]=[CH:41][C:40]=3[CH3:46])=[O:37])=[CH:10][CH:9]=2)[CH:5]=[N:6]1. The catalyst class is: 9. (2) Reactant: FC(F)(F)C([O:5][CH2:6][CH2:7][CH2:8][N:9]1[C:14](=[O:15])[C:13]2[C:16]([CH2:26][C:27]3[CH:32]=[CH:31][C:30]([Cl:33])=[CH:29][CH:28]=3)=[C:17]([C:19]3[CH:24]=[CH:23][CH:22]=[C:21]([Cl:25])[CH:20]=3)[S:18][C:12]=2[N:11]([CH3:34])[C:10]1=[O:35])=O.O[Li].O. Product: [Cl:33][C:30]1[CH:29]=[CH:28][C:27]([CH2:26][C:16]2[C:13]3[C:14](=[O:15])[N:9]([CH2:8][CH2:7][CH2:6][OH:5])[C:10](=[O:35])[N:11]([CH3:34])[C:12]=3[S:18][C:17]=2[C:19]2[CH:24]=[CH:23][CH:22]=[C:21]([Cl:25])[CH:20]=2)=[CH:32][CH:31]=1. The catalyst class is: 569. (3) Reactant: [NH:1]1[C:5]2=[N:6][CH:7]=C(C#N)[CH:9]=[C:4]2[CH:3]=[CH:2]1.OS(O)(=O)=O.C([O-])(O)=O.[Na+].[C:22]([O:25][CH2:26][CH3:27])(=[O:24])[CH3:23]. Product: [CH2:26]([O:25][C:22]([C:23]1[CH:9]=[C:4]2[CH:3]=[CH:2][NH:1][C:5]2=[N:6][CH:7]=1)=[O:24])[CH3:27]. The catalyst class is: 14. (4) Reactant: [CH3:1][O:2][C:3]([C:5]1[N:6]=[N:7][C:8]([Cl:12])=[CH:9][C:10]=1Cl)=[O:4].[CH3:13][N:14]1[CH:18]=[CH:17][C:16]([NH2:19])=[N:15]1. Product: [CH3:1][O:2][C:3]([C:5]1[N:6]=[N:7][C:8]([Cl:12])=[CH:9][C:10]=1[NH:19][C:16]1[CH:17]=[CH:18][N:14]([CH3:13])[N:15]=1)=[O:4]. The catalyst class is: 60. (5) Reactant: CON(C)[C:4]([C:6]1[S:10][CH:9]2[CH:11]=[CH:12][S:13][CH:8]2[CH:7]=1)=[O:5].[CH3:15][Mg]Br. Product: [S:10]1[C:6]([C:4](=[O:5])[CH3:15])=[CH:7][CH:8]2[S:13][CH:12]=[CH:11][CH:9]12. The catalyst class is: 1. (6) Reactant: [NH2:1][C:2]1[N:3]([CH3:32])[C:4](=[O:31])[C:5]([C:20]2[CH:21]=[C:22]([CH:29]=O)[N:23]([CH2:25][CH2:26][CH2:27][F:28])[CH:24]=2)([C:7]2[CH:12]=[CH:11][CH:10]=[C:9]([C:13]3[C:14]([F:19])=[N:15][CH:16]=[CH:17][CH:18]=3)[CH:8]=2)[N:6]=1.Cl.[NH2:34][OH:35]. Product: [NH2:1][C:2]1[N:3]([CH3:32])[C:4](=[O:31])[C:5]([C:20]2[CH:21]=[C:22]([CH:29]=[N:34][OH:35])[N:23]([CH2:25][CH2:26][CH2:27][F:28])[CH:24]=2)([C:7]2[CH:12]=[CH:11][CH:10]=[C:9]([C:13]3[C:14]([F:19])=[N:15][CH:16]=[CH:17][CH:18]=3)[CH:8]=2)[N:6]=1. The catalyst class is: 7. (7) Reactant: [C:1]([O:5][C:6]([N:8]1[CH2:13][CH2:12][N:11]([C:14]2[N:22]=[CH:21][N:20]=[C:19]3[C:15]=2[N:16]([CH2:28][C:29]#[C:30][CH3:31])[C:17](=[O:27])[N:18]3CCC#N)[CH2:10][CH2:9]1)=[O:7])([CH3:4])([CH3:3])[CH3:2].[H-].[Na+].O.Cl. Product: [C:1]([O:5][C:6]([N:8]1[CH2:9][CH2:10][N:11]([C:14]2[N:22]=[CH:21][N:20]=[C:19]3[C:15]=2[N:16]([CH2:28][C:29]#[C:30][CH3:31])[C:17](=[O:27])[NH:18]3)[CH2:12][CH2:13]1)=[O:7])([CH3:4])([CH3:3])[CH3:2]. The catalyst class is: 8. (8) Reactant: [N:1]1[CH:6]=[CH:5][C:4]([CH3:7])=[CH:3][CH:2]=1.[Li+].CC([N-][CH:13]([CH3:15])[CH3:14])C.C1COCC1.CCCCCCC.C(C1C=CC=CC=1)C.C1(Br)CC1.[NH4+].[Cl-]. Product: [CH:13]1([CH2:7][C:4]2[CH:5]=[CH:6][N:1]=[CH:2][CH:3]=2)[CH2:15][CH2:14]1. The catalyst class is: 1. (9) Reactant: [O:1]1[CH2:6][CH2:5][CH:4]([CH2:7][OH:8])[CH2:3][CH2:2]1.F[C:10]1[CH:15]=[CH:14][C:13]([S:16]([N:19]([C:25]2[CH:30]=[CH:29][C:28]([CH:31]([CH3:33])[CH3:32])=[CH:27][N:26]=2)[CH:20]([CH:22]([CH3:24])[CH3:23])[CH3:21])(=[O:18])=[O:17])=[CH:12][CH:11]=1.[H-].[Na+]. Product: [CH:31]([C:28]1[CH:29]=[CH:30][C:25]([N:19]([CH:20]([CH:22]([CH3:24])[CH3:23])[CH3:21])[S:16]([C:13]2[CH:12]=[CH:11][C:10]([O:8][CH2:7][CH:4]3[CH2:5][CH2:6][O:1][CH2:2][CH2:3]3)=[CH:15][CH:14]=2)(=[O:17])=[O:18])=[N:26][CH:27]=1)([CH3:33])[CH3:32]. The catalyst class is: 16. (10) Reactant: [CH2:1](Cl)CCl.[CH3:5][N:6]1[C:14]2[C:9](=[CH:10][CH:11]=[CH:12][CH:13]=2)[C:8]([CH3:15])=[C:7]1CNC.Cl.[O:20]=[C:21]1NC2C=CC(/C=C/C(O)=O)=CC=2[NH:24][CH2:23][CH2:22]1.[CH:37]1[CH:38]=[CH:39][C:40]2[N:45](O)N=[N:43][C:41]=2[CH:42]=1.CCN(C(C)C)C(C)C.[CH3:56][N:57]([CH:59]=[O:60])[CH3:58]. Product: [CH3:5][N:6]1[C:14]2[C:9](=[CH:10][CH:11]=[CH:12][CH:13]=2)[C:8]([CH3:15])=[C:7]1[CH2:56][N:57]([CH3:58])[C:59](=[O:60])/[CH:39]=[CH:38]/[C:37]1[CH:1]=[N:45][C:40]2[NH:24][CH2:23][CH2:22][C:21](=[O:20])[NH:43][C:41]=2[CH:42]=1. The catalyst class is: 6.